Predict the reaction yield, written as a fraction of the theoretical maximum amount of product (1.0 means a 100% yield; for example, 0.34 means a 34% yield). From a dataset of Reaction yield outcomes from USPTO patents with 853,638 reactions. The reactants are [CH2:1]([N:8]1[CH:12]=[CH:11][N:10]=[C:9]1[CH:13](O)[CH:14]([CH2:17][CH3:18])[CH2:15][CH3:16])[C:2]1[CH:7]=[CH:6][CH:5]=[CH:4][CH:3]=1.C1(P(C2C=CC=CC=2)C2C=CC=CC=2)C=CC=CC=1.N(C(OCC)=O)=NC(OCC)=O.C1(P([N:65]=[N+:66]=[N-:67])(C2C=CC=CC=2)=O)C=CC=CC=1. The catalyst is C1COCC1.CCOC(C)=O. The product is [N:65]([CH:13]([C:9]1[N:8]([CH2:1][C:2]2[CH:7]=[CH:6][CH:5]=[CH:4][CH:3]=2)[CH:12]=[CH:11][N:10]=1)[CH:14]([CH2:17][CH3:18])[CH2:15][CH3:16])=[N+:66]=[N-:67]. The yield is 0.300.